Dataset: Reaction yield outcomes from USPTO patents with 853,638 reactions. Task: Predict the reaction yield, written as a fraction of the theoretical maximum amount of product (1.0 means a 100% yield; for example, 0.34 means a 34% yield). (1) The reactants are [Br:1][C:2]1[CH:3]=[CH:4][C:5]([CH3:10])=[C:6]([CH:9]=1)[C:7]#[N:8].[Br:11]N1C(=O)CCC1=O. The catalyst is C(Cl)(Cl)(Cl)Cl. The product is [Br:1][C:2]1[CH:3]=[CH:4][C:5]([CH2:10][Br:11])=[C:6]([CH:9]=1)[C:7]#[N:8]. The yield is 0.380. (2) The reactants are Br[C:2]1[CH:7]=[CH:6][C:5]([NH:8][C:9]([C:11]2[NH:12][CH:13]=[C:14]([C:16]#[N:17])[N:15]=2)=[O:10])=[C:4]([C:18]2[CH2:23][CH2:22][C:21]([CH3:25])([CH3:24])[CH2:20][CH:19]=2)[CH:3]=1.C([Mg]Cl)(C)C.[Li]C(C)(C)C.[C:36]1(=[O:42])[CH2:41][CH2:40][CH2:39][CH2:38][CH2:37]1. The catalyst is C1COCC1. The product is [CH3:24][C:21]1([CH3:25])[CH2:22][CH2:23][C:18]([C:4]2[CH:3]=[C:2]([C:36]3([OH:42])[CH2:41][CH2:40][CH2:39][CH2:38][CH2:37]3)[CH:7]=[CH:6][C:5]=2[NH:8][C:9]([C:11]2[NH:12][CH:13]=[C:14]([C:16]#[N:17])[N:15]=2)=[O:10])=[CH:19][CH2:20]1. The yield is 0.450. (3) The reactants are [I-].C[S+](C)(C)=O.[CH3:7]C([O-])(C)C.[K+].[Br:13][C:14]1[CH:19]=[CH:18][C:17](/[CH:20]=[CH:21]/[N+:22]([O-:24])=[O:23])=[CH:16][CH:15]=1.O. The catalyst is CS(C)=O. The yield is 0.270. The product is [Br:13][C:14]1[CH:15]=[CH:16][C:17]([C@@H:20]2[CH2:7][C@H:21]2[N+:22]([O-:24])=[O:23])=[CH:18][CH:19]=1. (4) The reactants are [C:1]12([NH2:11])[CH2:10][CH:5]3[CH2:6][CH:7]([CH2:9][CH:3]([CH2:4]3)[CH2:2]1)[CH2:8]2.C([CH2:16][C:17]([C:19]1[CH:24]=[CH:23][CH:22]=[CH:21][CH:20]=1)=O)(C)(C)C. No catalyst specified. The product is [C:1]([C:22]1[CH:21]=[CH:20][C:19]([CH:17]([NH:11][C:1]23[CH2:8][CH:7]4[CH2:6][CH:5]([CH2:4][CH:3]([CH2:9]4)[CH2:2]2)[CH2:10]3)[CH3:16])=[CH:24][CH:23]=1)([CH3:10])([CH3:8])[CH3:2]. The yield is 0.300. (5) The reactants are [NH2:1][C:2]1[C:7]([CH2:8][OH:9])=[CH:6][C:5]([Br:10])=[CH:4][N:3]=1.[C:11](=O)(OC)[O:12]C.C[O-].[Na+]. The catalyst is CO. The product is [Br:10][C:5]1[CH:4]=[N:3][C:2]2[NH:1][C:11](=[O:12])[O:9][CH2:8][C:7]=2[CH:6]=1. The yield is 0.510. (6) The reactants are [CH2:1]([O:3][C:4](=[O:20])[CH:5]([CH:11]([CH2:16][N+:17]([O-:19])=[O:18])[CH2:12][CH:13]([CH3:15])[CH3:14])C(OCC)=O)[CH3:2].O.[Na+].[Cl-].C(OC)(C)(C)C. The yield is 0.930. The product is [CH2:1]([O:3][C:4](=[O:20])[CH2:5][CH:11]([CH2:16][N+:17]([O-:19])=[O:18])[CH2:12][CH:13]([CH3:15])[CH3:14])[CH3:2]. The catalyst is CS(C)=O.